Dataset: Forward reaction prediction with 1.9M reactions from USPTO patents (1976-2016). Task: Predict the product of the given reaction. (1) The product is: [NH2:1][C:2]1[C:24]([Cl:25])=[CH:23][C:5]([C:6]([NH:8][CH2:9][CH:10]2[O:15][CH2:14][CH2:13][N:12]([CH2:16][CH:17]3[CH2:18][CH2:19][N:20]([CH2:29][CH3:30])[CH2:21][CH2:22]3)[CH2:11]2)=[O:7])=[C:4]([O:26][CH2:27][CH3:28])[CH:3]=1. Given the reactants [NH2:1][C:2]1[C:24]([Cl:25])=[CH:23][C:5]([C:6]([NH:8][CH2:9][CH:10]2[O:15][CH2:14][CH2:13][N:12]([CH2:16][CH:17]3[CH2:22][CH2:21][NH:20][CH2:19][CH2:18]3)[CH2:11]2)=[O:7])=[C:4]([O:26][CH2:27][CH3:28])[CH:3]=1.[CH:29](=O)[CH3:30].[BH4-].[Na+], predict the reaction product. (2) Given the reactants [CH3:1][C:2]1([CH3:18])[C:6]2=[N:7][CH:8]=[C:9]([N:11]3[CH2:16][CH2:15][O:14][CH2:13][CH2:12]3)[CH:10]=[C:5]2[NH:4][C:3]1=O.[H-].COCCO[Al+]OCCOC.[Na+].[H-], predict the reaction product. The product is: [CH3:1][C:2]1([CH3:18])[C:6]2=[N:7][CH:8]=[C:9]([N:11]3[CH2:16][CH2:15][O:14][CH2:13][CH2:12]3)[CH:10]=[C:5]2[NH:4][CH2:3]1. (3) Given the reactants [Cl:1][C:2]1[CH:7]=[CH:6][C:5]([C:8]2[C:16]3[C:15]([NH2:17])=[N:14][CH:13]=[N:12][C:11]=3[NH:10][CH:9]=2)=[CH:4][CH:3]=1.[O-]CC.[Na+].Br[CH2:23][CH:24]1[CH2:26][CH2:25]1, predict the reaction product. The product is: [Cl:1][C:2]1[CH:3]=[CH:4][C:5]([C:8]2[C:16]3[C:15]([NH2:17])=[N:14][CH:13]=[N:12][C:11]=3[N:10]([CH2:23][CH:24]3[CH2:26][CH2:25]3)[CH:9]=2)=[CH:6][CH:7]=1. (4) The product is: [Br:1][C:2]1[CH:3]=[CH:4][C:5]([O:8][CH2:16][C:17]([F:23])([F:22])[C:18]([F:21])([F:20])[F:19])=[CH:6][N:7]=1. Given the reactants [Br:1][C:2]1[N:7]=[CH:6][C:5]([OH:8])=[C:4](C)[CH:3]=1.FC(F)(F)S(O[CH2:16][C:17]([F:23])([F:22])[C:18]([F:21])([F:20])[F:19])(=O)=O, predict the reaction product. (5) The product is: [NH2:5][C@@H:9]1[CH2:10][N:11]([CH2:15][CH2:16][C:17]2[C:26]3[C:21](=[CH:22][CH:23]=[C:24]([O:27][CH3:28])[N:25]=3)[N:20]=[CH:19][CH:18]=2)[CH2:12][C@@H:13]1[OH:14]. Given the reactants CC([N:5]([C@@H:9]1[C@H:13]([OH:14])[CH2:12][N:11]([CH2:15][CH2:16][C:17]2[C:26]3[C:21](=[CH:22][CH:23]=[C:24]([O:27][CH3:28])[N:25]=3)[N:20]=[CH:19][CH:18]=2)[CH2:10]1)C(=O)[O-])(C)C.Cl.O1CCOCC1, predict the reaction product. (6) The product is: [F:7][C:8]([F:18])([F:17])[C:9]1[CH:16]=[CH:15][C:12]([CH2:13][C:23]([C:22]2[CH:26]=[C:27]([F:30])[C:28]([F:29])=[C:20]([F:19])[CH:21]=2)=[O:24])=[CH:11][CH:10]=1. Given the reactants C([Cu])#N.[Li+].[Br-].[Br-].[F:7][C:8]([F:18])([F:17])[C:9]1[CH:16]=[CH:15][C:12]([CH2:13][Zn+])=[CH:11][CH:10]=1.[F:19][C:20]1[CH:21]=[C:22]([CH:26]=[C:27]([F:30])[C:28]=1[F:29])[C:23](Cl)=[O:24], predict the reaction product. (7) Given the reactants [CH3:1][N:2]([CH3:14])/[CH:3]=[N:4]/[C:5]1[CH:6]=[C:7]2[CH:13]=[CH:12][NH:11][C:8]2=[CH:9][N:10]=1.[I:15]N1C(=O)CCC1=O, predict the reaction product. The product is: [I:15][C:13]1[C:7]2[C:8](=[CH:9][N:10]=[C:5](/[N:4]=[CH:3]/[N:2]([CH3:14])[CH3:1])[CH:6]=2)[NH:11][CH:12]=1.